From a dataset of Catalyst prediction with 721,799 reactions and 888 catalyst types from USPTO. Predict which catalyst facilitates the given reaction. Reactant: [N:1]1[CH:6]=[CH:5][CH:4]=[CH:3][C:2]=1[CH2:7][CH2:8][CH2:9][N:10]1C(=O)C2C(=CC=CC=2)C1=O.NN. Product: [N:1]1[CH:6]=[CH:5][CH:4]=[CH:3][C:2]=1[CH2:7][CH2:8][CH2:9][NH2:10]. The catalyst class is: 5.